From a dataset of Full USPTO retrosynthesis dataset with 1.9M reactions from patents (1976-2016). Predict the reactants needed to synthesize the given product. (1) Given the product [CH2:1]([O:8][C@@H:9]1[C@@H:21]([O:22][C:41]([O:43][C:44]2[CH:49]=[CH:48][CH:47]=[CH:46][CH:45]=2)=[O:42])[C@:20]([CH3:24])([OH:23])[C@@H:19]([CH2:25][O:26][Si:27]([C:30]([CH3:33])([CH3:32])[CH3:31])([CH3:29])[CH3:28])[O:18][C@H:10]1[O:11][CH2:12][CH2:13][Si:14]([CH3:16])([CH3:15])[CH3:17])[C:2]1[CH:3]=[CH:4][CH:5]=[CH:6][CH:7]=1, predict the reactants needed to synthesize it. The reactants are: [CH2:1]([O:8][C@@H:9]1[C@@H:21]([OH:22])[C@:20]([CH3:24])([OH:23])[C@@H:19]([CH2:25][O:26][Si:27]([C:30]([CH3:33])([CH3:32])[CH3:31])([CH3:29])[CH3:28])[O:18][C@H:10]1[O:11][CH2:12][CH2:13][Si:14]([CH3:17])([CH3:16])[CH3:15])[C:2]1[CH:7]=[CH:6][CH:5]=[CH:4][CH:3]=1.N1C=CC=CC=1.Cl[C:41]([O:43][C:44]1[CH:49]=[CH:48][CH:47]=[CH:46][CH:45]=1)=[O:42]. (2) Given the product [C:17]([NH:25][C:26](=[O:27])[NH:1][C:2]1[S:6][C:5]([C:7]([O:9][C:10]([CH3:12])([CH3:11])[CH3:13])=[O:8])=[C:4]([CH3:14])[C:3]=1[C:15]#[N:16])(=[O:24])[C:18]1[CH:23]=[CH:22][CH:21]=[CH:20][CH:19]=1, predict the reactants needed to synthesize it. The reactants are: [NH2:1][C:2]1[S:6][C:5]([C:7]([O:9][C:10]([CH3:13])([CH3:12])[CH3:11])=[O:8])=[C:4]([CH3:14])[C:3]=1[C:15]#[N:16].[C:17]([N:25]=[C:26]=[O:27])(=[O:24])[C:18]1[CH:23]=[CH:22][CH:21]=[CH:20][CH:19]=1. (3) The reactants are: Br[C:2]1[CH:10]=[C:9]2[C:5]([CH2:6][C:7]3([CH2:15][CH:14]([O:16][CH3:17])[CH:13]([O:18][CH3:19])[CH2:12]3)[C:8]2=[O:11])=[CH:4][CH:3]=1.[C:20]([C:22]1[CH:23]=[C:24](B(O)O)[CH:25]=[CH:26][CH:27]=1)#[N:21].C(=O)([O-])[O-].[Cs+].[Cs+]. Given the product [CH3:19][O:18][CH:13]1[CH:14]([O:16][CH3:17])[CH2:15][C:7]2([CH2:6][C:5]3[C:9](=[CH:10][C:2]([C:26]4[CH:27]=[C:22]([CH:23]=[CH:24][CH:25]=4)[C:20]#[N:21])=[CH:3][CH:4]=3)[C:8]2=[O:11])[CH2:12]1, predict the reactants needed to synthesize it. (4) Given the product [C:1]([O:5][C:6]([N:8]1[CH2:13][CH2:12][N:11]2[C:14]([CH3:17])=[N:15][C:16]([Cl:32])=[C:10]2[CH:9]1[CH2:18][CH2:19][C:20]1[CH:25]=[CH:24][C:23]([C:26]([F:28])([F:29])[F:27])=[C:22]([F:30])[CH:21]=1)=[O:7])([CH3:4])([CH3:2])[CH3:3], predict the reactants needed to synthesize it. The reactants are: [C:1]([O:5][C:6]([N:8]1[CH2:13][CH2:12][N:11]2[C:14]([CH3:17])=[N:15][CH:16]=[C:10]2[CH:9]1[CH2:18][CH2:19][C:20]1[CH:25]=[CH:24][C:23]([C:26]([F:29])([F:28])[F:27])=[C:22]([F:30])[CH:21]=1)=[O:7])([CH3:4])([CH3:3])[CH3:2].C(Cl)[Cl:32].CO. (5) Given the product [OH:8][C:4]([CH3:7])([CH3:3])[CH2:5][O:6][C:10]1[N:15]=[C:14]([CH3:16])[C:13]([C:17]#[N:18])=[CH:12][CH:11]=1, predict the reactants needed to synthesize it. The reactants are: [H-].[Na+].[CH3:3][C:4]([OH:8])([CH3:7])[CH2:5][OH:6].Cl[C:10]1[N:15]=[C:14]([CH3:16])[C:13]([C:17]#[N:18])=[CH:12][CH:11]=1. (6) Given the product [CH3:15][N:16]1[CH2:20][CH2:19][C@@H:18]([O:21][C:2]2[CH:7]=[C:6]([N+:8]([O-:10])=[O:9])[CH:5]=[CH:4][C:3]=2[C:11]([F:14])([F:13])[F:12])[CH2:17]1, predict the reactants needed to synthesize it. The reactants are: F[C:2]1[CH:7]=[C:6]([N+:8]([O-:10])=[O:9])[CH:5]=[CH:4][C:3]=1[C:11]([F:14])([F:13])[F:12].[CH3:15][N:16]1[CH2:20][CH2:19][C@@H:18]([OH:21])[CH2:17]1.[H-].[Na+]. (7) The reactants are: [Cl:1][C:2]1[CH:7]=[CH:6][C:5]([C:8]([CH3:13])([CH3:12])[C:9]([OH:11])=O)=[CH:4][CH:3]=1.[NH2:14][CH2:15][CH2:16][CH2:17][N:18]1[CH2:23][CH2:22][CH:21]([C:24]2[CH:25]=[C:26]([NH:30][C:31](=[O:35])[CH2:32][CH2:33][CH3:34])[CH:27]=[CH:28][CH:29]=2)[CH2:20][CH2:19]1. Given the product [Cl:1][C:2]1[CH:3]=[CH:4][C:5]([C:8]([CH3:13])([CH3:12])[C:9]([NH:14][CH2:15][CH2:16][CH2:17][N:18]2[CH2:23][CH2:22][CH:21]([C:24]3[CH:25]=[C:26]([NH:30][C:31](=[O:35])[CH2:32][CH2:33][CH3:34])[CH:27]=[CH:28][CH:29]=3)[CH2:20][CH2:19]2)=[O:11])=[CH:6][CH:7]=1, predict the reactants needed to synthesize it.